Dataset: HIV replication inhibition screening data with 41,000+ compounds from the AIDS Antiviral Screen. Task: Binary Classification. Given a drug SMILES string, predict its activity (active/inactive) in a high-throughput screening assay against a specified biological target. The drug is CCCOC(=O)C(C)(C)C(OP(=O)(OCCC)OCCC)=C(C)C. The result is 0 (inactive).